Dataset: Full USPTO retrosynthesis dataset with 1.9M reactions from patents (1976-2016). Task: Predict the reactants needed to synthesize the given product. (1) The reactants are: Br[C:2]1[C:3]([NH2:8])=[N:4][CH:5]=[CH:6][CH:7]=1.[F:9][C:10]1[CH:15]=[C:14](B(O)O)[CH:13]=[CH:12][C:11]=1[C:19]1[CH:24]=[CH:23][CH:22]=[CH:21][CH:20]=1.C(=O)([O-])[O-].[Na+].[Na+].O. Given the product [F:9][C:10]1[CH:15]=[C:14]([C:2]2[C:3]([NH2:8])=[N:4][CH:5]=[CH:6][CH:7]=2)[CH:13]=[CH:12][C:11]=1[C:19]1[CH:20]=[CH:21][CH:22]=[CH:23][CH:24]=1, predict the reactants needed to synthesize it. (2) The reactants are: C([N:4]1[C:14]2[C:9](=[CH:10][N:11]=[CH:12][CH:13]=2)[C:7](=[O:8])[C:5]1=[O:6])C=C. Given the product [NH:4]1[C:14]2[C:9](=[CH:10][N:11]=[CH:12][CH:13]=2)[C:7](=[O:8])[C:5]1=[O:6], predict the reactants needed to synthesize it. (3) Given the product [F:1][C:2]([N:9]([CH2:10][CH3:11])[CH2:7][CH3:8])([F:6])[CH:3]([F:5])[F:4], predict the reactants needed to synthesize it. The reactants are: [F:1][C:2]([F:6])=[C:3]([F:5])[F:4].[CH2:7]([NH:9][CH2:10][CH3:11])[CH3:8]. (4) The reactants are: [CH3:1][O:2][C:3](=[O:28])[CH2:4][N:5]1[C:13]2[C:8](=[CH:9][C:10]([O:14][CH2:15][CH2:16][CH2:17][N:18]([C:20]3[C:25]([F:26])=[CH:24][N:23]=[C:22](Cl)[N:21]=3)[CH3:19])=[CH:11][CH:12]=2)[CH:7]=[CH:6]1.O.C(=O)([O-])[O-].[Na+].[Na+].[CH3:36][O:37][C:38]1[CH:43]=[CH:42][C:41](B(O)O)=[CH:40][CH:39]=1. Given the product [CH3:1][O:2][C:3](=[O:28])[CH2:4][N:5]1[C:13]2[C:8](=[CH:9][C:10]([O:14][CH2:15][CH2:16][CH2:17][N:18]([C:20]3[C:25]([F:26])=[CH:24][N:23]=[C:22]([C:41]4[CH:42]=[CH:43][C:38]([O:37][CH3:36])=[CH:39][CH:40]=4)[N:21]=3)[CH3:19])=[CH:11][CH:12]=2)[CH:7]=[CH:6]1, predict the reactants needed to synthesize it. (5) Given the product [NH2:25][CH:18]([CH3:19])[CH:7]([CH2:6][C:5]1[CH:21]=[CH:22][C:2]([Cl:1])=[CH:3][CH:4]=1)[C:8]([O:10][CH2:11][C:12]1[CH:17]=[CH:16][CH:15]=[CH:14][CH:13]=1)=[O:9], predict the reactants needed to synthesize it. The reactants are: [Cl:1][C:2]1[CH:22]=[CH:21][C:5]([CH2:6][CH:7]([C:18](=O)[CH3:19])[C:8]([O:10][CH2:11][C:12]2[CH:17]=[CH:16][CH:15]=[CH:14][CH:13]=2)=[O:9])=[CH:4][CH:3]=1.N.C([BH3-])#[N:25].[Na+].C(Cl)Cl.